From a dataset of Retrosynthesis with 50K atom-mapped reactions and 10 reaction types from USPTO. Predict the reactants needed to synthesize the given product. (1) Given the product Nc1ccc2c(c1)C(=O)N(c1ccc3ccsc3c1)C2, predict the reactants needed to synthesize it. The reactants are: O=C1c2cc([N+](=O)[O-])ccc2CN1c1ccc2ccsc2c1. (2) The reactants are: Nc1ccccc1.O=C(Nc1ccccc1N1CCCCC1)c1ccc(Br)o1. Given the product O=C(Nc1ccccc1N1CCCCC1)c1ccc(Nc2ccccc2)o1, predict the reactants needed to synthesize it. (3) Given the product O=C(NC1CN2CCC1CC2)c1cccc(NS(=O)(=O)c2ccccc2)c1, predict the reactants needed to synthesize it. The reactants are: NC1CN2CCC1CC2.O=C(O)c1cccc(NS(=O)(=O)c2ccccc2)c1. (4) Given the product CC(C)(C)OC(=O)N[C@@H](CCCCNC(=O)OCc1ccccc1N=[N+]=[N-])C(=O)OCC#N, predict the reactants needed to synthesize it. The reactants are: CC(C)(C)OC(=O)N[C@@H](CCCCNC(=O)OCc1ccccc1N=[N+]=[N-])C(=O)O.N#CCBr. (5) Given the product Cc1cccc(COc2ccc(Cl)c([N+](=O)[O-])c2)c1, predict the reactants needed to synthesize it. The reactants are: Cc1cccc(CBr)c1.O=[N+]([O-])c1cc(O)ccc1Cl. (6) The reactants are: Cc1nc(-n2ccc(OCc3ccccc3)cc2=O)sc1C(=O)O.NCc1ccc(C(F)(F)F)nc1. Given the product Cc1nc(-n2ccc(OCc3ccccc3)cc2=O)sc1C(=O)NCc1ccc(C(F)(F)F)nc1, predict the reactants needed to synthesize it. (7) Given the product CCCCOc1nc(N)c2nc(OC)n(CCCCN3CCN(C)CC3)c2n1, predict the reactants needed to synthesize it. The reactants are: CCCCOc1nc(N)c2nc(OC)n(CCCCCl)c2n1.CN1CCNCC1.